Dataset: Catalyst prediction with 721,799 reactions and 888 catalyst types from USPTO. Task: Predict which catalyst facilitates the given reaction. (1) Reactant: Br[C:2]1[N:7]=[C:6]([C:8]([O:10][CH3:11])=[O:9])[C:5]([O:12][CH2:13][CH3:14])=[CH:4][CH:3]=1.[CH3:15][CH2:16]CC[Sn](C=C)(CCCC)CCCC. Product: [CH:15]([C:2]1[N:7]=[C:6]([C:8]([O:10][CH3:11])=[O:9])[C:5]([O:12][CH2:13][CH3:14])=[CH:4][CH:3]=1)=[CH2:16]. The catalyst class is: 128. (2) Reactant: [F:1][C:2]([F:16])([F:15])[C:3]1[CH:4]=[CH:5][C:6]2[CH:10]=[C:9]([C:11]([OH:13])=[O:12])[S:8][C:7]=2[CH:14]=1.[Li]CCCC.C1C=CC(S(N(S(C2C=CC=CC=2)(=O)=O)[F:32])(=O)=O)=CC=1. Product: [F:32][C:10]1[C:6]2[CH:5]=[CH:4][C:3]([C:2]([F:15])([F:1])[F:16])=[CH:14][C:7]=2[S:8][C:9]=1[C:11]([OH:13])=[O:12]. The catalyst class is: 1. (3) Reactant: C([O:5][C:6](=[O:59])[C:7]([O:10]/[N:11]=[C:12](/[C:46]1[N:47]=[C:48]([NH:51]C(OC(C)(C)C)=O)[S:49][CH:50]=1)\[C:13]([NH:15][C@@H:16]1[C:19](=[O:20])[N:18]([S:21]([OH:24])(=[O:23])=[O:22])[C@@H:17]1[CH2:25][N:26]1[CH:30]=[C:29]([CH2:31][CH2:32][N:33]2[CH2:38][CH2:37][N:36](C(OC(C)(C)C)=O)[CH2:35][CH2:34]2)[N:28]=[N:27]1)=[O:14])([CH3:9])[CH3:8])(C)(C)C.C(O)(C(F)(F)F)=O.C(Cl)Cl.C([SiH](CC)CC)C. Product: [NH2:51][C:48]1[S:49][CH:50]=[C:46](/[C:12](=[N:11]/[O:10][C:7]([CH3:9])([CH3:8])[C:6]([OH:59])=[O:5])/[C:13](=[O:14])[NH:15][C@H:16]2[C@@H:17]([CH2:25][N:26]3[CH:30]=[C:29]([CH2:31][CH2:32][N:33]4[CH2:34][CH2:35][NH:36][CH2:37][CH2:38]4)[N:28]=[N:27]3)[N:18]([S:21]([OH:24])(=[O:22])=[O:23])[C:19]2=[O:20])[N:47]=1. The catalyst class is: 2. (4) Reactant: Br[CH:2]1[CH2:7][CH2:6][C:5](=[O:8])[NH:4][C:3]1=[O:9].[Cl:10][C:11]1[CH:18]=[CH:17][CH:16]=[CH:15][C:12]=1[CH2:13][NH2:14]. Product: [Cl:10][C:11]1[CH:18]=[CH:17][CH:16]=[CH:15][C:12]=1[CH2:13][NH:14][CH:2]1[CH2:7][CH2:6][C:5](=[O:8])[NH:4][C:3]1=[O:9]. The catalyst class is: 9. (5) Reactant: [NH2:1][C:2]1[CH:7]=[CH:6][C:5]([C:8]([N:10]2[CH2:14][CH2:13][CH2:12][CH2:11]2)=O)=[CH:4][C:3]=1[O:15][CH3:16].CO. Product: [CH3:16][O:15][C:3]1[CH:4]=[C:5]([CH2:8][N:10]2[CH2:14][CH2:13][CH2:12][CH2:11]2)[CH:6]=[CH:7][C:2]=1[NH2:1]. The catalyst class is: 7. (6) Reactant: [C:1]1([CH2:7][O:8][C@@H:9]2[CH2:14][CH2:13][CH2:12][CH2:11][C@H:10]2[NH2:15])[CH:6]=[CH:5][CH:4]=[CH:3][CH:2]=1.O=[C:17]1[CH2:22][CH2:21][N:20]([C:23]([O:25][C:26]([CH3:29])([CH3:28])[CH3:27])=[O:24])[CH2:19][CH2:18]1.C(O[BH-](OC(=O)C)OC(=O)C)(=O)C.[Na+].C([O-])(O)=O.[Na+]. Product: [C:1]1([CH2:7][O:8][C@@H:9]2[CH2:14][CH2:13][CH2:12][CH2:11][C@H:10]2[NH:15][CH:17]2[CH2:22][CH2:21][N:20]([C:23]([O:25][C:26]([CH3:29])([CH3:28])[CH3:27])=[O:24])[CH2:19][CH2:18]2)[CH:2]=[CH:3][CH:4]=[CH:5][CH:6]=1. The catalyst class is: 4. (7) Reactant: [Cl:1][C:2]1[N:10]=[C:9]2[C:5]([N:6]=[CH:7][N:8]2[CH:11]2[CH2:15][CH2:14][CH2:13][CH2:12]2)=[C:4](Cl)[N:3]=1.[NH2:17][C@H:18]1[CH2:23][CH2:22][C@H:21]([OH:24])[CH2:20][CH2:19]1. Product: [Cl:1][C:2]1[N:10]=[C:9]2[C:5]([N:6]=[CH:7][N:8]2[CH:11]2[CH2:15][CH2:14][CH2:13][CH2:12]2)=[C:4]([NH:17][C@H:18]2[CH2:23][CH2:22][C@H:21]([OH:24])[CH2:20][CH2:19]2)[N:3]=1. The catalyst class is: 66. (8) Reactant: [Cl:1][C:2]1[C:3](Cl)=[C:4]2[N:10]=[C:9]([C:11]3[CH:16]=[CH:15][C:14]([O:17][CH2:18][CH2:19][N:20]4[CH2:25][CH2:24][O:23][CH2:22][CH2:21]4)=[CH:13][CH:12]=3)[NH:8][C:5]2=[N:6][CH:7]=1.[CH3:27][O:28][C:29]1[C:30]([NH2:35])=[CH:31][CH:32]=[CH:33][CH:34]=1. Product: [Cl:1][C:2]1[C:3]([NH:35][C:30]2[CH:31]=[CH:32][CH:33]=[CH:34][C:29]=2[O:28][CH3:27])=[C:4]2[NH:10][C:9]([C:11]3[CH:12]=[CH:13][C:14]([O:17][CH2:18][CH2:19][N:20]4[CH2:25][CH2:24][O:23][CH2:22][CH2:21]4)=[CH:15][CH:16]=3)=[N:8][C:5]2=[N:6][CH:7]=1. The catalyst class is: 477. (9) Reactant: [C:1]([O:8]CC)(=[O:7])[C:2](OCC)=O.[O-]CC.[K+].[N+:15]([C:18]1[CH:23]=[CH:22][CH:21]=[C:20](C)[C:19]=1[CH3:25])([O-:17])=[O:16]. Product: [CH3:25][C:19]1([CH2:2][C:1]([OH:8])=[O:7])[C:18]([N+:15]([O-:17])=[O:16])=[CH:23][CH:22]=[CH:21][CH2:20]1. The catalyst class is: 28.